This data is from Forward reaction prediction with 1.9M reactions from USPTO patents (1976-2016). The task is: Predict the product of the given reaction. (1) Given the reactants [Cl:1][C:2]1[C:3]([CH2:24][NH2:25])=[N:4][CH:5]=[C:6](/[CH:8]=[CH:9]/[CH:10]([C:15]2[CH:20]=[C:19]([Cl:21])[C:18]([Cl:22])=[C:17]([Cl:23])[CH:16]=2)[C:11]([F:14])([F:13])[F:12])[CH:7]=1.[F:26][C:27]([F:33])([F:32])[CH2:28][C:29](O)=[O:30].CCN=C=NCCCN(C)C.Cl.C1C=CC2N(O)N=NC=2C=1.O.CCN(C(C)C)C(C)C, predict the reaction product. The product is: [Cl:1][C:2]1[C:3]([CH2:24][NH:25][C:29](=[O:30])[CH2:28][C:27]([F:33])([F:32])[F:26])=[N:4][CH:5]=[C:6](/[CH:8]=[CH:9]/[CH:10]([C:15]2[CH:20]=[C:19]([Cl:21])[C:18]([Cl:22])=[C:17]([Cl:23])[CH:16]=2)[C:11]([F:14])([F:12])[F:13])[CH:7]=1. (2) Given the reactants [CH2:1]([S:8]([NH:11][C:12]([CH:14]1[CH2:19][CH2:18][N:17]([C:20]2[C:30]([C:31]#[N:32])=[CH:29][C:23]([C:24]([O:26][CH2:27][CH3:28])=[O:25])=[C:22]([CH2:33]Cl)[N:21]=2)[CH2:16][CH2:15]1)=[O:13])(=[O:10])=[O:9])[C:2]1[CH:7]=[CH:6][CH:5]=[CH:4][CH:3]=1.[SH:35][C:36]1[S:37][CH:38]=[CH:39][N:40]=1, predict the reaction product. The product is: [CH2:1]([S:8]([NH:11][C:12]([CH:14]1[CH2:19][CH2:18][N:17]([C:20]2[C:30]([C:31]#[N:32])=[CH:29][C:23]([C:24]([O:26][CH2:27][CH3:28])=[O:25])=[C:22]([CH2:33][S:35][C:36]3[S:37][CH:38]=[CH:39][N:40]=3)[N:21]=2)[CH2:16][CH2:15]1)=[O:13])(=[O:10])=[O:9])[C:2]1[CH:7]=[CH:6][CH:5]=[CH:4][CH:3]=1. (3) Given the reactants [NH2:1][C:2]1[C:11]2[C:6](=[C:7](I)[C:8]([F:12])=[CH:9][CH:10]=2)[N:5]=[N:4][C:3]=1[C:14]([NH:16][CH:17]1[CH2:19][CH2:18]1)=[O:15].[CH3:20][O:21][C:22]1[CH:27]=[CH:26][C:25]([CH3:28])=[CH:24][C:23]=1B(O)O, predict the reaction product. The product is: [NH2:1][C:2]1[C:11]2[C:6](=[C:7]([C:23]3[CH:24]=[C:25]([CH3:28])[CH:26]=[CH:27][C:22]=3[O:21][CH3:20])[C:8]([F:12])=[CH:9][CH:10]=2)[N:5]=[N:4][C:3]=1[C:14]([NH:16][CH:17]1[CH2:19][CH2:18]1)=[O:15]. (4) Given the reactants [C:1]([N:8]([CH3:29])[CH:9]1[CH2:14][CH2:13][CH:12]([NH:15][CH2:16][C:17]2[CH:18]=[C:19](B(O)O)[CH:20]=[CH:21][C:22]=2[O:23][CH2:24][CH3:25])[CH2:11][CH2:10]1)([O:3][C:4]([CH3:7])([CH3:6])[CH3:5])=[O:2].Br[C:31]1[CH:32]=[C:33]([CH:36]=[CH:37][CH:38]=1)[C:34]#[N:35], predict the reaction product. The product is: [C:34]([C:33]1[CH:32]=[C:31]([C:19]2[CH:20]=[CH:21][C:22]([O:23][CH2:24][CH3:25])=[C:17]([CH2:16][NH:15][CH:12]3[CH2:13][CH2:14][CH:9]([N:8]([CH3:29])[C:1](=[O:2])[O:3][C:4]([CH3:7])([CH3:6])[CH3:5])[CH2:10][CH2:11]3)[CH:18]=2)[CH:38]=[CH:37][CH:36]=1)#[N:35]. (5) Given the reactants Cl[C:2]1[N:3]=[C:4]([N:23]2[CH2:28][CH2:27][O:26][CH2:25][CH2:24]2)[C:5]2[N:11]=[C:10]([CH2:12][N:13]3[CH2:18][CH2:17][CH:16]([C:19]([OH:22])([CH3:21])[CH3:20])[CH2:15][CH2:14]3)[CH:9]=[CH:8][C:6]=2[N:7]=1.C1(S([N:38]2[C:46]3[C:41](=[CH:42][CH:43]=[CH:44][CH:45]=3)[C:40](B(O)O)=[CH:39]2)(=O)=O)C=CC=CC=1.[OH-].[K+], predict the reaction product. The product is: [NH:38]1[C:46]2[C:41](=[CH:42][CH:43]=[CH:44][CH:45]=2)[C:40]([C:2]2[N:3]=[C:4]([N:23]3[CH2:28][CH2:27][O:26][CH2:25][CH2:24]3)[C:5]3[N:11]=[C:10]([CH2:12][N:13]4[CH2:18][CH2:17][CH:16]([C:19]([OH:22])([CH3:21])[CH3:20])[CH2:15][CH2:14]4)[CH:9]=[CH:8][C:6]=3[N:7]=2)=[CH:39]1.